Dataset: Peptide-MHC class I binding affinity with 185,985 pairs from IEDB/IMGT. Task: Regression. Given a peptide amino acid sequence and an MHC pseudo amino acid sequence, predict their binding affinity value. This is MHC class I binding data. (1) The peptide sequence is LTSESIKL. The MHC is H-2-Kb with pseudo-sequence H-2-Kb. The binding affinity (normalized) is 0.00918. (2) The peptide sequence is FAAEFKSRFY. The MHC is H-2-Kb with pseudo-sequence H-2-Kb. The binding affinity (normalized) is 0.164.